From a dataset of NCI-60 drug combinations with 297,098 pairs across 59 cell lines. Regression. Given two drug SMILES strings and cell line genomic features, predict the synergy score measuring deviation from expected non-interaction effect. (1) Synergy scores: CSS=-0.0440, Synergy_ZIP=4.82, Synergy_Bliss=7.91, Synergy_Loewe=-0.784, Synergy_HSA=0.959. Drug 2: N.N.Cl[Pt+2]Cl. Cell line: SK-MEL-28. Drug 1: CC1=CC2C(CCC3(C2CCC3(C(=O)C)OC(=O)C)C)C4(C1=CC(=O)CC4)C. (2) Drug 1: CC1=CC=C(C=C1)C2=CC(=NN2C3=CC=C(C=C3)S(=O)(=O)N)C(F)(F)F. Drug 2: C1CN(CCN1C(=O)CCBr)C(=O)CCBr. Cell line: TK-10. Synergy scores: CSS=6.94, Synergy_ZIP=-1.47, Synergy_Bliss=-0.741, Synergy_Loewe=-1.60, Synergy_HSA=-1.17. (3) Drug 1: CS(=O)(=O)C1=CC(=C(C=C1)C(=O)NC2=CC(=C(C=C2)Cl)C3=CC=CC=N3)Cl. Drug 2: CC1=C(C(=O)C2=C(C1=O)N3CC4C(C3(C2COC(=O)N)OC)N4)N. Cell line: A498. Synergy scores: CSS=24.9, Synergy_ZIP=-3.19, Synergy_Bliss=7.08, Synergy_Loewe=-7.41, Synergy_HSA=6.12. (4) Drug 1: CC=C1C(=O)NC(C(=O)OC2CC(=O)NC(C(=O)NC(CSSCCC=C2)C(=O)N1)C(C)C)C(C)C. Drug 2: CC(C)CN1C=NC2=C1C3=CC=CC=C3N=C2N. Cell line: T-47D. Synergy scores: CSS=52.6, Synergy_ZIP=7.03, Synergy_Bliss=6.85, Synergy_Loewe=-28.2, Synergy_HSA=9.16. (5) Drug 2: C#CCC(CC1=CN=C2C(=N1)C(=NC(=N2)N)N)C3=CC=C(C=C3)C(=O)NC(CCC(=O)O)C(=O)O. Cell line: CAKI-1. Drug 1: CC1=C(C=C(C=C1)NC(=O)C2=CC=C(C=C2)CN3CCN(CC3)C)NC4=NC=CC(=N4)C5=CN=CC=C5. Synergy scores: CSS=29.8, Synergy_ZIP=4.72, Synergy_Bliss=3.09, Synergy_Loewe=-19.3, Synergy_HSA=-1.85. (6) Drug 1: CC1=C(C=C(C=C1)NC2=NC=CC(=N2)N(C)C3=CC4=NN(C(=C4C=C3)C)C)S(=O)(=O)N.Cl. Drug 2: COC1=C2C(=CC3=C1OC=C3)C=CC(=O)O2. Cell line: SNB-75. Synergy scores: CSS=4.08, Synergy_ZIP=-0.854, Synergy_Bliss=1.74, Synergy_Loewe=1.09, Synergy_HSA=1.66.